This data is from Reaction yield outcomes from USPTO patents with 853,638 reactions. The task is: Predict the reaction yield, written as a fraction of the theoretical maximum amount of product (1.0 means a 100% yield; for example, 0.34 means a 34% yield). (1) The reactants are [Br:1][C:2]1[CH:3]=[C:4]([C:8]([F:11])=[CH:9][N:10]=1)[C:5]([OH:7])=[O:6].[CH:12]1C=CC=CC=1. The catalyst is CO. The product is [Br:1][C:2]1[CH:3]=[C:4]([C:8]([F:11])=[CH:9][N:10]=1)[C:5]([O:7][CH3:12])=[O:6]. The yield is 0.884. (2) The reactants are [Cl:1][C:2]1[CH:3]=[CH:4][C:5]([CH3:11])=[C:6]([CH:10]=1)[C:7]([OH:9])=[O:8].[N+:12]([O-])([OH:14])=[O:13]. The catalyst is OS(O)(=O)=O. The product is [Cl:1][C:2]1[CH:3]=[C:4]([N+:12]([O-:14])=[O:13])[C:5]([CH3:11])=[C:6]([CH:10]=1)[C:7]([OH:9])=[O:8]. The yield is 0.970. (3) No catalyst specified. The product is [O:8]([C:7]1[C:2]([CH2:1][O:19][C:17](=[O:18])[CH3:16])=[N:3][CH:4]=[CH:5][CH:6]=1)[C:9]1[CH:14]=[CH:13][CH:12]=[CH:11][CH:10]=1. The reactants are [CH3:1][C:2]1[C:7]([O:8][C:9]2[CH:14]=[CH:13][CH:12]=[CH:11][CH:10]=2)=[CH:6][CH:5]=[CH:4][N+:3]=1[O-].[CH3:16][C:17]([O:19]C(C)=O)=[O:18]. The yield is 0.280. (4) The reactants are [Br:1][C:2]1[CH:3]=[C:4]([C:15]([O:17]C)=[O:16])[C:5]2[C:6]([F:14])=[CH:7][N:8]([CH:11]([CH3:13])[CH3:12])[C:9]=2[CH:10]=1.[OH-].[Li+].O.[Al]. The catalyst is O1CCCC1.CO. The product is [Br:1][C:2]1[CH:3]=[C:4]([C:15]([OH:17])=[O:16])[C:5]2[C:6]([F:14])=[CH:7][N:8]([CH:11]([CH3:12])[CH3:13])[C:9]=2[CH:10]=1. The yield is 0.760. (5) The reactants are [Br:1][C:2]1[CH:3]=[N:4][N:5]([CH3:16])[C:6]=1[C:7]1[CH:8]=[C:9]([C:13]([OH:15])=O)[S:10][C:11]=1[CH3:12].[NH2:17][C@@H:18]([CH2:31][C:32]1[CH:37]=[CH:36][CH:35]=[C:34]([F:38])[CH:33]=1)[CH2:19][N:20]1[C:28](=[O:29])[C:27]2[C:22](=[CH:23][CH:24]=[CH:25][CH:26]=2)[C:21]1=[O:30].CC(OC(N[C@H](C(O)=O)CC1C=CC=CC=1C(F)(F)F)=O)(C)C.C1CN([P+](Br)(N2CCCC2)N2CCCC2)CC1.F[P-](F)(F)(F)(F)F.CCN(C(C)C)C(C)C. The catalyst is C(Cl)(Cl)Cl. The product is [Br:1][C:2]1[CH:3]=[N:4][N:5]([CH3:16])[C:6]=1[C:7]1[CH:8]=[C:9]([C:13]([NH:17][C@@H:18]([CH2:31][C:32]2[CH:37]=[CH:36][CH:35]=[C:34]([F:38])[CH:33]=2)[CH2:19][N:20]2[C:28](=[O:29])[C:27]3[C:22](=[CH:23][CH:24]=[CH:25][CH:26]=3)[C:21]2=[O:30])=[O:15])[S:10][C:11]=1[CH3:12]. The yield is 0.460. (6) The reactants are [F:1][C:2]1[CH:3]=[C:4]2[C:8](=[CH:9][CH:10]=1)[NH:7][C:6](=[O:11])[C:5]2=[CH:12][C:13]1[CH:14]=[C:15]([CH:19]=[CH:20][CH:21]=1)[C:16](O)=[O:17].Cl.C(N=C=NCCCN(C)C)C.OC1C2N=NNC=2C=CC=1.C(N(CC)CC)C.Cl.[CH3:52][O:53][C:54](=[O:60])[CH2:55][CH2:56][CH2:57][CH2:58][NH2:59]. The catalyst is [Cl-].[Na+].O.CN(C=O)C. The product is [CH3:52][O:53][C:54](=[O:60])[CH2:55][CH2:56][CH2:57][CH2:58][NH:59][C:16](=[O:17])[C:15]1[CH:19]=[CH:20][CH:21]=[C:13]([CH:12]=[C:5]2[C:4]3[C:8](=[CH:9][CH:10]=[C:2]([F:1])[CH:3]=3)[NH:7][C:6]2=[O:11])[CH:14]=1. The yield is 0.890. (7) The reactants are [C:1]([O:5][C:6]([NH:8][CH2:9][CH2:10][CH:11]([CH2:15][C:16]1[CH:21]=[CH:20][C:19]([CH3:22])=[CH:18][CH:17]=1)[C:12]([OH:14])=O)=[O:7])([CH3:4])([CH3:3])[CH3:2].CCN=C=NCCCN(C)C.C1C=CC2N(O)N=NC=2C=1.CN1CCOCC1.[N:51]1([C:57]2[C:66]3[C:61](=[CH:62][CH:63]=[CH:64][CH:65]=3)[N:60]=[CH:59][N:58]=2)[CH2:56][CH2:55][NH:54][CH2:53][CH2:52]1. The catalyst is CN(C=O)C.C(OCC)(=O)C. The product is [C:1]([O:5][C:6](=[O:7])[NH:8][CH2:9][CH2:10][CH:11]([CH2:15][C:16]1[CH:21]=[CH:20][C:19]([CH3:22])=[CH:18][CH:17]=1)[C:12](=[O:14])[N:54]1[CH2:55][CH2:56][N:51]([C:57]2[C:66]3[C:61](=[CH:62][CH:63]=[CH:64][CH:65]=3)[N:60]=[CH:59][N:58]=2)[CH2:52][CH2:53]1)([CH3:2])([CH3:3])[CH3:4]. The yield is 0.640. (8) The reactants are [CH2:1]([O:7][C:8]1[CH:15]=[CH:14][C:11]([CH:12]=O)=[CH:10][CH:9]=1)[CH2:2][CH2:3][CH2:4][CH2:5][CH3:6].[C:16]([NH:20][OH:21])([CH3:19])([CH3:18])[CH3:17]. The catalyst is C1C=CC=CC=1. The product is [CH2:1]([O:7][C:8]1[CH:15]=[CH:14][C:11]([CH:12]=[N+:20]([C:16]([CH3:19])([CH3:18])[CH3:17])[O-:21])=[CH:10][CH:9]=1)[CH2:2][CH2:3][CH2:4][CH2:5][CH3:6]. The yield is 0.558. (9) The reactants are Cl[C:2]1[C:7]([C:8]#[N:9])=[CH:6][CH:5]=[CH:4][N:3]=1.[F:10][C:11]1[CH:16]=[CH:15][CH:14]=[CH:13][C:12]=1B(O)O. No catalyst specified. The product is [F:10][C:11]1[CH:16]=[CH:15][CH:14]=[CH:13][C:12]=1[C:2]1[N:3]=[CH:4][CH:5]=[CH:6][C:7]=1[C:8]#[N:9]. The yield is 0.740.